From a dataset of Reaction yield outcomes from USPTO patents with 853,638 reactions. Predict the reaction yield, written as a fraction of the theoretical maximum amount of product (1.0 means a 100% yield; for example, 0.34 means a 34% yield). The reactants are [Br:1][C:2]1[CH:7]=[CH:6][C:5]([OH:8])=[C:4]([F:9])[CH:3]=1.[CH:10](O)([CH3:12])[CH3:11].C1(P(C2C=CC=CC=2)C2C=CC=CC=2)C=CC=CC=1.CC(OC(/N=N/C(OC(C)C)=O)=O)C. The catalyst is C1COCC1. The product is [Br:1][C:2]1[CH:7]=[CH:6][C:5]([O:8][CH:10]([CH3:12])[CH3:11])=[C:4]([F:9])[CH:3]=1. The yield is 0.990.